Regression. Given a peptide amino acid sequence and an MHC pseudo amino acid sequence, predict their binding affinity value. This is MHC class I binding data. From a dataset of Peptide-MHC class I binding affinity with 185,985 pairs from IEDB/IMGT. (1) The peptide sequence is VALWNDGTV. The MHC is HLA-A69:01 with pseudo-sequence HLA-A69:01. The binding affinity (normalized) is 0.0847. (2) The peptide sequence is MARPADASM. The MHC is HLA-A02:01 with pseudo-sequence HLA-A02:01. The binding affinity (normalized) is 0.0847.